This data is from Reaction yield outcomes from USPTO patents with 853,638 reactions. The task is: Predict the reaction yield, written as a fraction of the theoretical maximum amount of product (1.0 means a 100% yield; for example, 0.34 means a 34% yield). The reactants are Br[C:2]1[CH:3]=[C:4]([C:26]([F:29])([F:28])[F:27])[C:5]2[N:6]([C:8]([Cl:25])=[C:9]([C:11]([N:13]3[CH2:18][CH2:17][CH:16]([N:19]4[CH2:23][CH2:22][O:21][C:20]4=[O:24])[CH2:15][CH2:14]3)=[O:12])[N:10]=2)[CH:7]=1.[CH2:30]([Zn]CC)[CH3:31]. The catalyst is C1COCC1.CCOC(C)=O.C1C=CC([P]([Pd]([P](C2C=CC=CC=2)(C2C=CC=CC=2)C2C=CC=CC=2)([P](C2C=CC=CC=2)(C2C=CC=CC=2)C2C=CC=CC=2)[P](C2C=CC=CC=2)(C2C=CC=CC=2)C2C=CC=CC=2)(C2C=CC=CC=2)C2C=CC=CC=2)=CC=1. The product is [Cl:25][C:8]1[N:6]2[CH:7]=[C:2]([CH2:30][CH3:31])[CH:3]=[C:4]([C:26]([F:29])([F:28])[F:27])[C:5]2=[N:10][C:9]=1[C:11]([N:13]1[CH2:18][CH2:17][CH:16]([N:19]2[CH2:23][CH2:22][O:21][C:20]2=[O:24])[CH2:15][CH2:14]1)=[O:12]. The yield is 0.140.